Predict the product of the given reaction. From a dataset of Forward reaction prediction with 1.9M reactions from USPTO patents (1976-2016). (1) Given the reactants [C:1]([O:5][C:6]([NH:8][CH:9]1[CH2:14][CH2:13][N:12]([C:15]([N:17]2[CH2:22][CH:21]([C:23]3[CH:28]=[CH:27][C:26]([O:29][C:30]([F:33])([F:32])[F:31])=[CH:25][CH:24]=3)[CH2:20][CH:19]([C:34]([OH:36])=O)[CH2:18]2)=[O:16])[CH2:11][CH2:10]1)=[O:7])([CH3:4])([CH3:3])[CH3:2].O[N:38]=[C:39]([NH2:43])[CH:40]([CH3:42])[CH3:41], predict the reaction product. The product is: [C:1]([O:5][C:6](=[O:7])[NH:8][CH:9]1[CH2:10][CH2:11][N:12]([C:15]([N:17]2[CH2:22][CH:21]([C:23]3[CH:24]=[CH:25][C:26]([O:29][C:30]([F:32])([F:31])[F:33])=[CH:27][CH:28]=3)[CH2:20][CH:19]([C:34]3[O:36][N:43]=[C:39]([CH:40]([CH3:42])[CH3:41])[N:38]=3)[CH2:18]2)=[O:16])[CH2:13][CH2:14]1)([CH3:3])([CH3:4])[CH3:2]. (2) The product is: [C:12]([O:11][C:9](=[O:10])[NH:1][CH2:2][CH2:3][CH2:4][CH2:5][CH2:6][CH2:7][NH2:8])([CH3:15])([CH3:14])[CH3:13]. Given the reactants [NH2:1][CH2:2][CH2:3][CH2:4][CH2:5][CH2:6][CH2:7][NH2:8].[C:9](O[C:9]([O:11][C:12]([CH3:15])([CH3:14])[CH3:13])=[O:10])([O:11][C:12]([CH3:15])([CH3:14])[CH3:13])=[O:10], predict the reaction product.